The task is: Predict the product of the given reaction.. This data is from Forward reaction prediction with 1.9M reactions from USPTO patents (1976-2016). (1) Given the reactants [C:1]1([OH:11])[C:10]2[C:5](=[CH:6][CH:7]=[CH:8][CH:9]=2)[CH:4]=[CH:3][CH:2]=1.[OH-].[Na+].[Br:14][CH:15](Br)[CH3:16], predict the reaction product. The product is: [Br:14][CH2:15][CH2:16][O:11][C:1]1[C:10]2[C:5](=[CH:6][CH:7]=[CH:8][CH:9]=2)[CH:4]=[CH:3][CH:2]=1. (2) The product is: [CH:1]([N:14]1[CH2:17][CH:16]([O:18][CH:35]([C:34]2[CH:44]=[CH:45][C:31]([Cl:30])=[CH:32][CH:33]=2)[C:36]2[CH:37]=[CH:38][C:39]([Cl:42])=[CH:40][CH:41]=2)[CH2:15]1)([C:8]1[CH:13]=[CH:12][CH:11]=[CH:10][CH:9]=1)[C:2]1[CH:3]=[CH:4][CH:5]=[CH:6][CH:7]=1. Given the reactants [CH:1]([N:14]1[CH2:17][CH:16]([OH:18])[CH2:15]1)([C:8]1[CH:13]=[CH:12][CH:11]=[CH:10][CH:9]=1)[C:2]1[CH:7]=[CH:6][CH:5]=[CH:4][CH:3]=1.C1(C)C=CC(S(O)(=O)=O)=CC=1.[Cl:30][C:31]1[CH:45]=[CH:44][C:34]([CH:35](O)[C:36]2[CH:41]=[CH:40][C:39]([Cl:42])=[CH:38][CH:37]=2)=[CH:33][CH:32]=1, predict the reaction product. (3) Given the reactants FC1C=CC([NH:8][C:9](=[O:35])[NH:10][C:11]2[CH:16]=[CH:15][C:14]([C:17]3[CH:18]=[C:19]4[C:23](=[CH:24][CH:25]=3)[C:22](=[O:26])[N:21]([C@@H:27]([CH:32]([CH3:34])[CH3:33])[C:28]([O:30][CH3:31])=[O:29])[CH2:20]4)=[CH:13][CH:12]=2)=CC=1.NC1C=CC(C2C=C3C(=CC=2)C(=O)N([C@@H](C(C)C)C(OC)=O)C3)=CC=1.[F:61][C:62]1[CH:67]=[CH:66][CH:65]=[CH:64][C:63]=1N=C=O, predict the reaction product. The product is: [F:61][C:62]1[CH:67]=[CH:66][CH:65]=[CH:64][C:63]=1[NH:8][C:9](=[O:35])[NH:10][C:11]1[CH:16]=[CH:15][C:14]([C:17]2[CH:18]=[C:19]3[C:23](=[CH:24][CH:25]=2)[C:22](=[O:26])[N:21]([C@@H:27]([CH:32]([CH3:33])[CH3:34])[C:28]([O:30][CH3:31])=[O:29])[CH2:20]3)=[CH:13][CH:12]=1. (4) Given the reactants [N+:1]([C:4]1[CH:5]=[C:6]([CH:31]=[C:32]([N+:34]([O-])=O)[CH:33]=1)[C:7]([O:9][CH2:10][CH2:11][CH2:12][CH2:13][CH2:14][CH2:15][O:16][C:17]1[CH:22]=[CH:21][C:20](/[CH:23]=[CH:24]/[C:25]([O:27][CH3:28])=[O:26])=[CH:19][C:18]=1[O:29][CH3:30])=[O:8])([O-])=O, predict the reaction product. The product is: [NH2:1][C:4]1[CH:5]=[C:6]([CH:31]=[C:32]([NH2:34])[CH:33]=1)[C:7]([O:9][CH2:10][CH2:11][CH2:12][CH2:13][CH2:14][CH2:15][O:16][C:17]1[CH:22]=[CH:21][C:20](/[CH:23]=[CH:24]/[C:25]([O:27][CH3:28])=[O:26])=[CH:19][C:18]=1[O:29][CH3:30])=[O:8]. (5) The product is: [OH:1][C:2]1[C:3]([C:11]([OH:13])=[O:12])=[N:4][CH:5]=[CH:6][C:7]=1[O:8][CH3:9]. Given the reactants [OH:1][C:2]1[C:3]([C:11]([OH:13])=[O:12])=[N:4][C:5](Br)=[CH:6][C:7]=1[O:8][CH3:9].CCO.C(N(CC)CC)C, predict the reaction product.